The task is: Predict which catalyst facilitates the given reaction.. This data is from Catalyst prediction with 721,799 reactions and 888 catalyst types from USPTO. (1) Reactant: Cl[C:2]1[C:3]([C:12]([NH:14][C:15]2[CH:20]=[C:19]([S:21][C:22]([F:25])([F:24])[F:23])[CH:18]=[CH:17][C:16]=2[OH:26])=[O:13])=[N:4][CH:5]=[C:6]([C:8]([F:11])([F:10])[F:9])[CH:7]=1.CN(C=O)C.[CH2:32]([SH:34])[CH3:33].CC(C)([O-])C.[K+]. Product: [CH2:32]([S:34][C:2]1[C:3]([C:12]([NH:14][C:15]2[CH:20]=[C:19]([S:21][C:22]([F:25])([F:24])[F:23])[CH:18]=[CH:17][C:16]=2[OH:26])=[O:13])=[N:4][CH:5]=[C:6]([C:8]([F:11])([F:10])[F:9])[CH:7]=1)[CH3:33]. The catalyst class is: 90. (2) Reactant: [C:1]([O:4][C@H:5]1[CH2:10][CH2:9][C@H:8]2[C@H:11]3[C@H:21]([CH2:22][CH2:23][C@:6]12[CH3:7])[C@:19]1([CH3:20])[C@H:14]([CH2:15][CH2:16][CH2:17][CH2:18]1)[C:13](=[O:24])[CH2:12]3)(=[O:3])[CH3:2].C1(P(C2C=CC=CC=2)C2C=CC=CC=2)C=CC=CC=1.[C:44]([OH:47])(=[O:46])[CH3:45].C[CH2:49][O:50]C(/N=N/C(OCC)=O)=O. Product: [CH3:49][O:50][C@:14]12[CH2:15][C@H:16]([O:46][C:44](=[O:47])[CH3:45])[CH2:17][CH2:18][C@:19]1([CH3:20])[C@@H:21]1[C@H:11]([C@H:8]3[C@@:6]([CH2:23][CH2:22]1)([CH3:7])[C@@H:5]([O:4][C:1](=[O:3])[CH3:2])[CH2:10][CH2:9]3)[CH2:12][C:13]2=[O:24]. The catalyst class is: 7. (3) Product: [CH3:3][CH:2]([N:4]([N:21]=[O:22])[CH2:5][CH:6]([OH:19])[CH2:7][O:8][C:9]1[CH:10]=[CH:11][C:12]([CH2:15][CH2:16][O:17][CH3:18])=[CH:13][CH:14]=1)[CH3:1]. Reactant: [CH3:1][CH:2]([NH:4][CH2:5][CH:6]([OH:19])[CH2:7][O:8][C:9]1[CH:10]=[CH:11][C:12]([CH2:15][CH2:16][O:17][CH3:18])=[CH:13][CH:14]=1)[CH3:3].Cl.[N:21]([O-])=[O:22].[Na+].C(=O)(O)[O-].[K+]. The catalyst class is: 657. (4) Reactant: [H-].[Na+].[Cl:3][C:4]1[CH:5]=[C:6]([C:11]2[C:12]([C:16]#[N:17])=[CH:13][NH:14][CH:15]=2)[CH:7]=[C:8]([Cl:10])[CH:9]=1.[CH3:18][O:19][C:20](=[O:23])[CH2:21]Br. Product: [CH3:18][O:19][C:20](=[O:23])[CH2:21][N:14]1[CH:15]=[C:11]([C:6]2[CH:7]=[C:8]([Cl:10])[CH:9]=[C:4]([Cl:3])[CH:5]=2)[C:12]([C:16]#[N:17])=[CH:13]1. The catalyst class is: 3. (5) Reactant: [Br:1][C:2]1[CH:7]=[CH:6][C:5](I)=[CH:4][C:3]=1[O:9][CH3:10].[N+:11]([C:14]1[CH:18]=[CH:17][NH:16][N:15]=1)([O-:13])=[O:12].C(=NO)C1C(=CC=CC=1)O.C([O-])([O-])=O.[Cs+].[Cs+]. Product: [Br:1][C:2]1[CH:7]=[CH:6][C:5]([N:16]2[CH:17]=[CH:18][C:14]([N+:11]([O-:13])=[O:12])=[N:15]2)=[CH:4][C:3]=1[O:9][CH3:10]. The catalyst class is: 3. (6) Reactant: [C:9](O[C:9]([O:11][C:12]([CH3:15])([CH3:14])[CH3:13])=[O:10])([O:11][C:12]([CH3:15])([CH3:14])[CH3:13])=[O:10].[I:16][C:17]1[C:21]([CH2:22][NH:23][S:24]([C:27]2[CH:32]=[CH:31][C:30]([C:33]([F:36])([F:35])[F:34])=[CH:29][CH:28]=2)(=[O:26])=[O:25])=[CH:20][N:19]([CH2:37][O:38][CH3:39])[N:18]=1. Product: [I:16][C:17]1[C:21]([CH2:22][N:23]([S:24]([C:27]2[CH:28]=[CH:29][C:30]([C:33]([F:34])([F:35])[F:36])=[CH:31][CH:32]=2)(=[O:25])=[O:26])[C:9](=[O:10])[O:11][C:12]([CH3:13])([CH3:14])[CH3:15])=[CH:20][N:19]([CH2:37][O:38][CH3:39])[N:18]=1. The catalyst class is: 79. (7) Reactant: [CH2:1]([CH:4]([N:8]1[CH2:13][CH2:12][N:11]2[CH:14]=[CH:15][CH:16]=[C:10]2[C:9]1=[O:17])[CH2:5][CH2:6][CH3:7])[CH2:2][CH3:3].[Br:18]N1C(=O)CCC1=O. Product: [Br:18][C:14]1[N:11]2[CH2:12][CH2:13][N:8]([CH:4]([CH2:5][CH2:6][CH3:7])[CH2:1][CH2:2][CH3:3])[C:9](=[O:17])[C:10]2=[CH:16][CH:15]=1. The catalyst class is: 53.